Dataset: Full USPTO retrosynthesis dataset with 1.9M reactions from patents (1976-2016). Task: Predict the reactants needed to synthesize the given product. Given the product [C:28]1([N:21]2[C:22]3[CH:27]=[CH:26][CH:25]=[CH:24][C:23]=3[N:19]([CH2:18][CH2:17][N:4]3[CH2:5][CH2:6][N:1]([C:7]4[CH:15]=[C:14]5[C:10]([CH:11]=[CH:12][NH:13]5)=[CH:9][CH:8]=4)[CH2:2][CH2:3]3)[C:20]2=[O:34])[CH2:33][CH2:32][CH2:31][CH2:30][CH:29]=1, predict the reactants needed to synthesize it. The reactants are: [N:1]1([C:7]2[CH:15]=[C:14]3[C:10]([CH:11]=[CH:12][NH:13]3)=[CH:9][CH:8]=2)[CH2:6][CH2:5][NH:4][CH2:3][CH2:2]1.Cl[CH2:17][CH2:18][N:19]1[C:23]2[CH:24]=[CH:25][CH:26]=[CH:27][C:22]=2[N:21]([C:28]2[CH2:33][CH2:32][CH2:31][CH2:30][CH:29]=2)[C:20]1=[O:34].